This data is from Reaction yield outcomes from USPTO patents with 853,638 reactions. The task is: Predict the reaction yield, written as a fraction of the theoretical maximum amount of product (1.0 means a 100% yield; for example, 0.34 means a 34% yield). (1) The reactants are [C:1]([O:5][C:6]([N:8]1[CH2:13][CH2:12][CH:11]([C:14]2[CH:19]=[CH:18][C:17]([NH2:20])=[C:16](Br)[CH:15]=2)[CH2:10][CH2:9]1)=[O:7])([CH3:4])([CH3:3])[CH3:2].[S:22]1[CH2:27][CH:26]=[C:25](B2OCC(C)(C)CO2)[CH2:24][CH2:23]1.C([O-])([O-])=O.[Na+].[Na+].CCOC(C)=O. The catalyst is O1CCOCC1.C1C=CC([P]([Pd]([P](C2C=CC=CC=2)(C2C=CC=CC=2)C2C=CC=CC=2)([P](C2C=CC=CC=2)(C2C=CC=CC=2)C2C=CC=CC=2)[P](C2C=CC=CC=2)(C2C=CC=CC=2)C2C=CC=CC=2)(C2C=CC=CC=2)C2C=CC=CC=2)=CC=1. The product is [C:1]([O:5][C:6]([N:8]1[CH2:13][CH2:12][CH:11]([C:14]2[CH:19]=[CH:18][C:17]([NH2:20])=[C:16]([C:25]3[CH2:26][CH2:27][S:22][CH2:23][CH:24]=3)[CH:15]=2)[CH2:10][CH2:9]1)=[O:7])([CH3:4])([CH3:3])[CH3:2]. The yield is 0.670. (2) The reactants are CC(OC([N:8](C(OC(C)(C)C)=O)[C:9]1[CH:19]=[C:18]([CH2:20]C(Br)Br)[C:17]([Br:24])=[CH:16][C:10]=1[C:11]([O:13][CH2:14][CH3:15])=[O:12])=O)(C)C.CC(OC(N(C(OC(C)(C)C)=O)C1C=C(C=O)C(Br)=CC=1C(OCC)=O)=O)(C)C.CC(OC(NC1C=C(C=O)C(Br)=CC=1C(OCC)=O)=O)(C)C.[CH2:83]([OH:86])[CH2:84][OH:85].C1(C)C=CC(S(O)(=O)=O)=CC=1.C(=O)(O)[O-].[Na+]. The catalyst is O.CC(C)=O.C1(C)C=CC=CC=1.[N+]([O-])([O-])=O.[Ag+]. The product is [NH2:8][C:9]1[CH:19]=[C:18]([CH:20]2[O:86][CH2:83][CH2:84][O:85]2)[C:17]([Br:24])=[CH:16][C:10]=1[C:11]([O:13][CH2:14][CH3:15])=[O:12]. The yield is 0.340. (3) The catalyst is C(Cl)Cl. The yield is 1.00. The product is [CH3:1][CH:2]1[O:7][C:6]2[C:8]([CH2:26][CH2:27][CH3:28])=[CH:9][C:10]([CH2:12][N:13]3[CH2:14][CH2:15][NH:16][CH2:17][CH2:18]3)=[CH:11][C:5]=2[NH:4][C:3]1=[O:29]. The reactants are [CH3:1][CH:2]1[O:7][C:6]2[C:8]([CH2:26][CH2:27][CH3:28])=[CH:9][C:10]([CH2:12][N:13]3[CH2:18][CH2:17][N:16](C(OC(C)(C)C)=O)[CH2:15][CH2:14]3)=[CH:11][C:5]=2[NH:4][C:3]1=[O:29].C(O)(C(F)(F)F)=O.